This data is from Cav3 T-type calcium channel HTS with 100,875 compounds. The task is: Binary Classification. Given a drug SMILES string, predict its activity (active/inactive) in a high-throughput screening assay against a specified biological target. (1) The compound is S(CC(=O)Nc1noc(c1)C)c1[nH]nc(c(=O)n1)C. The result is 0 (inactive). (2) The compound is Brc1ccc(C2=[N+]([O-])C(N(O)C2(C)C)(C)\C(=N\O)C)cc1. The result is 0 (inactive). (3) The drug is n12c(n(c3c2cccc3)Cc2ccccc2)=NCCC1. The result is 0 (inactive). (4) The compound is S(C=1NC(=O)CC(c2ccc(O)cc2)C1C#N)Cc1ccccc1. The result is 0 (inactive). (5) The compound is S(=O)(=O)(NC(C)C)c1ccc(OCC(=O)N2CCC(CC2)C(OCC)=O)cc1. The result is 0 (inactive).